Predict the reaction yield, written as a fraction of the theoretical maximum amount of product (1.0 means a 100% yield; for example, 0.34 means a 34% yield). From a dataset of Reaction yield outcomes from USPTO patents with 853,638 reactions. (1) The reactants are [BH4-].[Na+].[CH2:3]([O:10][C:11]1[CH:16]=[CH:15][C:14]([C:17]2[C:26]3[C:21](=[CH:22][CH:23]=[CH:24][CH:25]=3)[CH2:20][CH2:19][N:18]=2)=[CH:13][CH:12]=1)[C:4]1[CH:9]=[CH:8][CH:7]=[CH:6][CH:5]=1. The catalyst is CO. The product is [CH2:3]([O:10][C:11]1[CH:16]=[CH:15][C:14]([CH:17]2[C:26]3[C:21](=[CH:22][CH:23]=[CH:24][CH:25]=3)[CH2:20][CH2:19][NH:18]2)=[CH:13][CH:12]=1)[C:4]1[CH:5]=[CH:6][CH:7]=[CH:8][CH:9]=1. The yield is 0.990. (2) The reactants are [Br:1][C:2]1[CH:3]=[C:4]([N+:8]([O-:10])=[O:9])[CH:5]=[CH:6][CH:7]=1.CO[NH3+:13].[Cl-].CC(C)([O-])C.[K+]. The product is [NH2:13][C:3]1[C:2]([Br:1])=[CH:7][CH:6]=[CH:5][C:4]=1[N+:8]([O-:10])=[O:9]. The catalyst is CN(C=O)C.[Cu]Cl. The yield is 0.0600.